Dataset: Full USPTO retrosynthesis dataset with 1.9M reactions from patents (1976-2016). Task: Predict the reactants needed to synthesize the given product. (1) The reactants are: CC1(C)C(C)(C)OB([C:9]2[N:14]=[C:13]([N:15]3[CH2:20][CH2:19][O:18][CH2:17][CH2:16]3)[CH:12]=[CH:11][CH:10]=2)O1.Br[C:23]1[CH:28]=[CH:27][C:26]([C@@H:29]([N:31]2[CH2:36][CH2:35][C@:34]([CH2:43][C:44]([OH:47])([CH3:46])[CH3:45])([C:37]3[CH:42]=[CH:41][CH:40]=[CH:39][CH:38]=3)[O:33][C:32]2=[O:48])[CH3:30])=[CH:25][CH:24]=1. Given the product [OH:47][C:44]([CH3:45])([CH3:46])[CH2:43][C@@:34]1([C:37]2[CH:42]=[CH:41][CH:40]=[CH:39][CH:38]=2)[O:33][C:32](=[O:48])[N:31]([C@H:29]([C:26]2[CH:25]=[CH:24][C:23]([C:9]3[CH:10]=[CH:11][CH:12]=[C:13]([N:15]4[CH2:16][CH2:17][O:18][CH2:19][CH2:20]4)[N:14]=3)=[CH:28][CH:27]=2)[CH3:30])[CH2:36][CH2:35]1, predict the reactants needed to synthesize it. (2) Given the product [CH3:17][O:18][CH2:19][C:15]1[CH:16]=[CH:5][C:6]([CH2:9][O:10][CH3:14])=[CH:7][CH:8]=1, predict the reactants needed to synthesize it. The reactants are: [H-].[Na+].C1(CO)[CH:8]=[CH:7][C:6]([CH2:9][OH:10])=[CH:5]C=1.I[CH3:14].[CH2:15]1[CH2:19][O:18][CH2:17][CH2:16]1. (3) Given the product [F:1][C:2]1[CH:3]=[CH:4][C:5]([C@:8]2([CH2:32][C:33]([CH3:37])([CH3:36])[C:34]#[N:35])[O:13][C:12](=[O:14])[N:11]([C@H:15]([C:17]3[CH:22]=[CH:21][C:20]([C:39]4[CH:44]=[CH:43][N:42]([CH3:45])[C:41](=[O:46])[CH:40]=4)=[CH:19][CH:18]=3)[CH3:16])[CH2:10][CH2:9]2)=[CH:6][CH:7]=1, predict the reactants needed to synthesize it. The reactants are: [F:1][C:2]1[CH:7]=[CH:6][C:5]([C@:8]2([CH2:32][C:33]([CH3:37])([CH3:36])[C:34]#[N:35])[O:13][C:12](=[O:14])[N:11]([C@H:15]([C:17]3[CH:22]=[CH:21][C:20](B4OC(C)(C)C(C)(C)O4)=[CH:19][CH:18]=3)[CH3:16])[CH2:10][CH2:9]2)=[CH:4][CH:3]=1.I[C:39]1[CH:44]=[CH:43][N:42]([CH3:45])[C:41](=[O:46])[CH:40]=1.C([O-])([O-])=O.[Cs+].[Cs+]. (4) Given the product [Cl:1][C:2]1[C:8]([O:21][C:15]2[CH:16]=[CH:17][C:18]([Cl:20])=[CH:19][C:14]=2[Cl:13])=[CH:7][C:5]([NH2:6])=[C:4]([N+:10]([O-:12])=[O:11])[CH:3]=1, predict the reactants needed to synthesize it. The reactants are: [Cl:1][C:2]1[C:8](Cl)=[CH:7][C:5]([NH2:6])=[C:4]([N+:10]([O-:12])=[O:11])[CH:3]=1.[Cl:13][C:14]1[CH:19]=[C:18]([Cl:20])[CH:17]=[CH:16][C:15]=1[OH:21].C(=O)([O-])[O-].[K+].[K+]. (5) Given the product [ClH:31].[NH2:1][C:2]1[N:7]=[C:6]([NH2:8])[C:5]([O:9][CH2:10][CH2:11][CH2:12][O:13][C:14]2[CH:19]=[CH:18][CH:17]=[CH:16][C:15]=2[O:20][CH2:21][CH2:22][CH2:23][C:24]([O:26][CH2:27][CH3:28])=[O:25])=[C:4]([CH2:29][CH3:30])[N:3]=1, predict the reactants needed to synthesize it. The reactants are: [NH2:1][C:2]1[N:7]=[C:6]([NH2:8])[C:5]([O:9][CH2:10][CH2:11][CH2:12][O:13][C:14]2[CH:19]=[CH:18][CH:17]=[CH:16][C:15]=2[O:20][CH2:21][CH2:22][CH2:23][C:24]([O:26][CH2:27][CH3:28])=[O:25])=[C:4]([CH2:29][CH3:30])[N:3]=1.[ClH:31]. (6) Given the product [C:14]([O:13][C:11]([N:8]1[CH2:7][CH2:6][C:5]2([C:3](=[O:2])[NH:20][CH2:19][CH:18]2[C:23]2[CH:24]=[CH:25][CH:26]=[CH:27][CH:28]=2)[CH2:10][CH2:9]1)=[O:12])([CH3:16])([CH3:17])[CH3:15], predict the reactants needed to synthesize it. The reactants are: C[O:2][C:3]([C:5]1([CH:18]([C:23]2[CH:28]=[CH:27][C:26](Br)=[CH:25][CH:24]=2)[CH2:19][N+:20]([O-])=O)[CH2:10][CH2:9][N:8]([C:11]([O:13][C:14]([CH3:17])([CH3:16])[CH3:15])=[O:12])[CH2:7][CH2:6]1)=O.C([O-])=O.[NH4+]. (7) Given the product [CH3:23][C:18]1[CH:17]=[C:16]([C:12]2[CH:13]=[CH:14][C:15]3[C:10]([CH:11]=2)=[N:9][C:8]2[C:3](=[CH:4][CH:5]=[CH:6][CH:7]=2)[C:2]=3[Sn:30]([CH3:32])([CH3:31])[CH3:29])[CH:21]=[C:20]([CH3:22])[CH:19]=1, predict the reactants needed to synthesize it. The reactants are: Br[C:2]1[C:3]2[C:8]([N:9]=[C:10]3[C:15]=1[CH:14]=[CH:13][C:12]([C:16]1[CH:21]=[C:20]([CH3:22])[CH:19]=[C:18]([CH3:23])[CH:17]=1)=[CH:11]3)=[CH:7][CH:6]=[CH:5][CH:4]=2.P(Br)(Br)(Br)=O.[CH3:29][Sn:30](Cl)([CH3:32])[CH3:31]. (8) Given the product [OH:13][CH:8]([C:7]([C:14]1[CH:19]=[CH:18][CH:17]=[CH:16][CH:15]=1)([C:1]1[CH:6]=[CH:5][CH:4]=[CH:3][CH:2]=1)[CH3:21])[C:9]([O:11][CH3:12])=[O:10], predict the reactants needed to synthesize it. The reactants are: [C:1]1([C:7]2([C:14]3[CH:19]=[CH:18][CH:17]=[CH:16][CH:15]=3)[O:13][CH:8]2[C:9]([O:11][CH3:12])=[O:10])[CH:6]=[CH:5][CH:4]=[CH:3][CH:2]=1.[Cu][C:21]#N.C[Li]. (9) Given the product [NH2:19][C:10]1[C:9]2[N:8]=[CH:7][N:6]([CH2:5][CH2:4][CH2:3][CH2:2][NH:1][C:28](=[O:29])[CH2:27][O:20][C:21]3[CH:26]=[CH:25][CH:24]=[CH:23][CH:22]=3)[C:18]=2[C:17]2[CH:16]=[CH:15][CH:14]=[CH:13][C:12]=2[N:11]=1, predict the reactants needed to synthesize it. The reactants are: [NH2:1][CH2:2][CH2:3][CH2:4][CH2:5][N:6]1[C:18]2[C:17]3[CH:16]=[CH:15][CH:14]=[CH:13][C:12]=3[N:11]=[C:10]([NH2:19])[C:9]=2[N:8]=[CH:7]1.[O:20]([CH2:27][C:28](Cl)=[O:29])[C:21]1[CH:26]=[CH:25][CH:24]=[CH:23][CH:22]=1.